This data is from Forward reaction prediction with 1.9M reactions from USPTO patents (1976-2016). The task is: Predict the product of the given reaction. Given the reactants [F:1][C:2]1[C:7]([F:8])=[CH:6][CH:5]=[CH:4][C:3]=1[C:9]1[N:42]=[C:12]2[CH:13]=[N:14][N:15]([CH2:17][C:18]3[N:23]=[N:22][C:21]([C:24]4[CH:29]=[CH:28][C:27](OS(C(F)(F)F)(=O)=O)=[CH:26][C:25]=4[C:38]([F:41])([F:40])[F:39])=[CH:20][CH:19]=3)[CH:16]=[C:11]2[N:10]=1.[Br-].[S:44]1[CH:48]=[CH:47][CH:46]=[C:45]1[Zn+].C(O)(C(F)(F)F)=O, predict the reaction product. The product is: [F:1][C:2]1[C:7]([F:8])=[CH:6][CH:5]=[CH:4][C:3]=1[C:9]1[N:42]=[C:12]2[CH:13]=[N:14][N:15]([CH2:17][C:18]3[N:23]=[N:22][C:21]([C:24]4[CH:29]=[CH:28][C:27]([C:45]5[S:44][CH:48]=[CH:47][CH:46]=5)=[CH:26][C:25]=4[C:38]([F:40])([F:39])[F:41])=[CH:20][CH:19]=3)[CH:16]=[C:11]2[N:10]=1.